Task: Predict the reactants needed to synthesize the given product.. Dataset: Retrosynthesis with 50K atom-mapped reactions and 10 reaction types from USPTO Given the product Cc1c(C(=O)O)oc2cccc(OC(C)C)c12, predict the reactants needed to synthesize it. The reactants are: Cc1c(C(=O)OC(C)(C)C)oc2cccc(OC(C)C)c12.